From a dataset of Catalyst prediction with 721,799 reactions and 888 catalyst types from USPTO. Predict which catalyst facilitates the given reaction. (1) Reactant: [CH3:1][O:2][CH:3]1[CH2:8][CH2:7][CH:6]([C:9]2[NH:10][C:11]([C:15]3[CH:16]=[C:17]([CH:22]=[CH:23][C:24]=3[CH3:25])[C:18]([O:20]C)=[O:19])=[C:12]([CH3:14])[N:13]=2)[CH2:5][CH2:4]1.[OH-].[Na+]. Product: [CH3:1][O:2][CH:3]1[CH2:8][CH2:7][CH:6]([C:9]2[NH:10][C:11]([C:15]3[CH:16]=[C:17]([CH:22]=[CH:23][C:24]=3[CH3:25])[C:18]([OH:20])=[O:19])=[C:12]([CH3:14])[N:13]=2)[CH2:5][CH2:4]1. The catalyst class is: 24. (2) Reactant: [Cl:1][C:2]1[CH:18]=[CH:17][CH:16]=[C:15]([Cl:19])[C:3]=1[CH2:4][N:5]1[CH2:9][CH2:8][N:7]([CH2:10][C:11]([OH:13])=O)[C:6]1=[O:14].[CH3:20][NH:21][C:22]1[CH:27]=[CH:26][CH:25]=[CH:24][CH:23]=1.C(N=C=NCCCN(C)C)C.ON1C2C=CC=CC=2N=N1. Product: [Cl:19][C:15]1[CH:16]=[CH:17][CH:18]=[C:2]([Cl:1])[C:3]=1[CH2:4][N:5]1[CH2:9][CH2:8][N:7]([CH2:10][C:11]([N:21]([CH3:20])[C:22]2[CH:27]=[CH:26][CH:25]=[CH:24][CH:23]=2)=[O:13])[C:6]1=[O:14]. The catalyst class is: 192. (3) Reactant: [CH3:1][CH:2]1[N:7]([C:8]2[C:17]3[C:12](=[CH:13][C:14]([S:18](=[O:27])(=[O:26])[NH:19][C:20]4[CH:25]=[CH:24][N:23]=[CH:22][N:21]=4)=[CH:15][CH:16]=3)[CH:11]=[CH:10][N:9]=2)[CH2:6][CH2:5][N:4](C(OC(C)(C)C)=O)[CH2:3]1.[C:35]([OH:41])([C:37]([F:40])([F:39])[F:38])=[O:36]. Product: [F:38][C:37]([F:40])([F:39])[C:35]([OH:41])=[O:36].[CH3:1][CH:2]1[CH2:3][NH:4][CH2:5][CH2:6][N:7]1[C:8]1[C:17]2[C:12](=[CH:13][C:14]([S:18]([NH:19][C:20]3[CH:25]=[CH:24][N:23]=[CH:22][N:21]=3)(=[O:27])=[O:26])=[CH:15][CH:16]=2)[CH:11]=[CH:10][N:9]=1. The catalyst class is: 2.